Dataset: Full USPTO retrosynthesis dataset with 1.9M reactions from patents (1976-2016). Task: Predict the reactants needed to synthesize the given product. (1) Given the product [CH2:16]([O:18][C:19](=[O:24])/[CH:20]=[C:21](/[O:15][C:9]1[CH:10]=[CH:11][CH:12]=[C:13]([CH3:14])[C:8]=1[CH3:7])\[CH3:22])[CH3:17], predict the reactants needed to synthesize it. The reactants are: CC(C)([O-])C.[K+].[CH3:7][C:8]1[C:13]([CH3:14])=[CH:12][CH:11]=[CH:10][C:9]=1[OH:15].[CH2:16]([O:18][C:19](=[O:24])[CH:20]=[C:21](Cl)[CH3:22])[CH3:17]. (2) Given the product [CH:15]1([CH2:19][CH2:20][NH:21][C:22]([C:24]2[N:25]=[N:26][C:27]([N:30]3[CH2:31][CH2:32][N:33]([C:7](=[O:8])[C:6]4[CH:10]=[C:2]([Cl:1])[CH:3]=[CH:4][C:5]=4[C:11]([F:14])([F:13])[F:12])[CH2:34][CH2:35]3)=[CH:28][CH:29]=2)=[O:23])[CH2:18][CH2:17][CH2:16]1, predict the reactants needed to synthesize it. The reactants are: [Cl:1][C:2]1[CH:3]=[CH:4][C:5]([C:11]([F:14])([F:13])[F:12])=[C:6]([CH:10]=1)[C:7](Cl)=[O:8].[CH:15]1([CH2:19][CH2:20][NH:21][C:22]([C:24]2[N:25]=[N:26][C:27]([N:30]3[CH2:35][CH2:34][NH:33][CH2:32][CH2:31]3)=[CH:28][CH:29]=2)=[O:23])[CH2:18][CH2:17][CH2:16]1. (3) Given the product [CH2:18]([O:20][C:21](=[O:38])[C:22]([CH3:37])([CH3:36])[CH2:23][CH2:24][CH2:25][CH2:26][CH:27]([C:28]1[CH:33]=[CH:32][CH:31]=[CH:30][C:29]=1[Cl:34])[N:6]1[CH2:7][CH2:8][C:9]2[S:1][CH:2]=[CH:3][C:4]=2[CH2:5]1)[CH3:19], predict the reactants needed to synthesize it. The reactants are: [S:1]1[C:9]2[CH2:8][CH2:7][NH:6][CH2:5][C:4]=2[CH:3]=[CH:2]1.[OH-].[Na+].C(=O)([O-])[O-].[K+].[K+].[CH2:18]([O:20][C:21](=[O:38])[C:22]([CH3:37])([CH3:36])[CH2:23][CH2:24][CH2:25][CH2:26][CH:27](Br)[C:28]1[CH:33]=[CH:32][CH:31]=[CH:30][C:29]=1[Cl:34])[CH3:19]. (4) Given the product [CH3:14][O:13][C:11]([C:9]1[CH:8]=[CH:7][N:6]2[C:2]([C:29]3[CH:28]=[C:27]([C:31]4[C:32]([C:37]#[N:38])=[CH:33][CH:34]=[CH:35][CH:36]=4)[CH:26]=[CH:25][CH:30]=3)=[CH:3][N:4]=[C:5]2[N:10]=1)([O:15][CH3:16])[CH3:12], predict the reactants needed to synthesize it. The reactants are: Br[C:2]1[N:6]2[CH:7]=[CH:8][C:9]([C:11]([O:15][CH3:16])([O:13][CH3:14])[CH3:12])=[N:10][C:5]2=[N:4][CH:3]=1.CC1(C)C(C)(C)OB([C:25]2[CH:26]=[C:27]([C:31]3[C:32]([C:37]#[N:38])=[CH:33][CH:34]=[CH:35][CH:36]=3)[CH:28]=[CH:29][CH:30]=2)O1. (5) Given the product [CH:1]1([C:4]2[CH:9]=[CH:8][C:7]([NH:10][CH2:11][CH2:12][O:13][CH3:14])=[CH:6][CH:5]=2)[CH2:3][CH2:2]1, predict the reactants needed to synthesize it. The reactants are: [CH:1]1([C:4]2[CH:9]=[CH:8][C:7]([NH:10][C:11](=O)[CH2:12][O:13][CH3:14])=[CH:6][CH:5]=2)[CH2:3][CH2:2]1.[H-].[H-].[H-].[H-].[Li+].[Al+3].